From a dataset of Merck oncology drug combination screen with 23,052 pairs across 39 cell lines. Regression. Given two drug SMILES strings and cell line genomic features, predict the synergy score measuring deviation from expected non-interaction effect. (1) Drug 1: CN(Cc1cnc2nc(N)nc(N)c2n1)c1ccc(C(=O)NC(CCC(=O)O)C(=O)O)cc1. Drug 2: CC(C)CC(NC(=O)C(Cc1ccccc1)NC(=O)c1cnccn1)B(O)O. Cell line: SKMEL30. Synergy scores: synergy=-13.3. (2) Drug 1: CC1(c2nc3c(C(N)=O)cccc3[nH]2)CCCN1. Drug 2: COC1CC2CCC(C)C(O)(O2)C(=O)C(=O)N2CCCCC2C(=O)OC(C(C)CC2CCC(OP(C)(C)=O)C(OC)C2)CC(=O)C(C)C=C(C)C(O)C(OC)C(=O)C(C)CC(C)C=CC=CC=C1C. Cell line: EFM192B. Synergy scores: synergy=30.3. (3) Drug 1: O=C(CCCCCCC(=O)Nc1ccccc1)NO. Drug 2: CCc1cnn2c(NCc3ccc[n+]([O-])c3)cc(N3CCCCC3CCO)nc12. Cell line: OCUBM. Synergy scores: synergy=-23.6. (4) Cell line: EFM192B. Synergy scores: synergy=-1.01. Drug 1: O=S1(=O)NC2(CN1CC(F)(F)F)C1CCC2Cc2cc(C=CCN3CCC(C(F)(F)F)CC3)ccc2C1. Drug 2: CCN(CC)CCNC(=O)c1c(C)[nH]c(C=C2C(=O)Nc3ccc(F)cc32)c1C.